This data is from Forward reaction prediction with 1.9M reactions from USPTO patents (1976-2016). The task is: Predict the product of the given reaction. (1) Given the reactants [NH2:1][C:2]1[C:7]([O:8][CH2:9][C:10]2[CH:17]=[CH:16][CH:15]=[CH:14][C:11]=2[C:12]#[N:13])=[CH:6][C:5](Br)=[CH:4][N:3]=1.[C:19]([C:22]1[CH:27]=[CH:26][C:25](B(O)O)=[CH:24][CH:23]=1)([OH:21])=[O:20].C(=O)([O-])[O-].[K+].[K+].CN(C)C=O, predict the reaction product. The product is: [NH2:1][C:2]1[N:3]=[CH:4][C:5]([C:25]2[CH:26]=[CH:27][C:22]([C:19]([OH:21])=[O:20])=[CH:23][CH:24]=2)=[CH:6][C:7]=1[O:8][CH2:9][C:10]1[CH:17]=[CH:16][CH:15]=[CH:14][C:11]=1[C:12]#[N:13]. (2) Given the reactants [N:1]([CH2:4][C:5]1[CH:10]=[CH:9][CH:8]=[CH:7][CH:6]=1)=[C:2]=[O:3].[NH2:11][C:12]1[CH:13]=[CH:14][C:15]([CH3:29])=[C:16]([C:18]2[CH:19]=[C:20]3[C:25](=[CH:26][CH:27]=2)[N:24]=[C:23]([NH2:28])[N:22]=[CH:21]3)[CH:17]=1, predict the reaction product. The product is: [NH2:28][C:23]1[N:22]=[CH:21][C:20]2[C:25](=[CH:26][CH:27]=[C:18]([C:16]3[CH:17]=[C:12]([NH:11][C:2]([NH:1][CH2:4][C:5]4[CH:10]=[CH:9][CH:8]=[CH:7][CH:6]=4)=[O:3])[CH:13]=[CH:14][C:15]=3[CH3:29])[CH:19]=2)[N:24]=1. (3) Given the reactants [F:1][C:2]([F:19])([F:18])[C:3]1[CH:8]=[CH:7][C:6]([C:9]2[S:10][CH:11]=[C:12]([C:15]([CH3:17])=O)[C:13]=2[OH:14])=[CH:5][CH:4]=1.[NH:20]([C:22]([NH:24][C:25]1[CH:33]=[CH:32][C:28]([C:29]([OH:31])=[O:30])=[C:27]([Cl:34])[CH:26]=1)=[S:23])[NH2:21], predict the reaction product. The product is: [F:1][C:2]([F:19])([F:18])[C:3]1[CH:8]=[CH:7][C:6]([C:9]2[S:10][CH:11]=[C:12]([C:15](=[N:21][NH:20][C:22]([NH:24][C:25]3[CH:33]=[CH:32][C:28]([C:29]([OH:31])=[O:30])=[C:27]([Cl:34])[CH:26]=3)=[S:23])[CH3:17])[C:13]=2[OH:14])=[CH:5][CH:4]=1.